Dataset: Forward reaction prediction with 1.9M reactions from USPTO patents (1976-2016). Task: Predict the product of the given reaction. (1) Given the reactants [Cl:1][C:2]1[CH:3]=[C:4]([CH:21]=[CH:22][CH:23]=1)[CH2:5][C:6]1[N:10]=[C:9]([O:11][C:12]2[C:18]([CH3:19])=[CH:17][C:15]([NH2:16])=[C:14]([CH3:20])[CH:13]=2)[S:8][N:7]=1.CO[CH:26](OC)[N:27]([CH2:29][CH3:30])[CH3:28], predict the reaction product. The product is: [Cl:1][C:2]1[CH:3]=[C:4]([CH:21]=[CH:22][CH:23]=1)[CH2:5][C:6]1[N:10]=[C:9]([O:11][C:12]2[C:18]([CH3:19])=[CH:17][C:15]([N:16]=[CH:26][N:27]([CH2:29][CH3:30])[CH3:28])=[C:14]([CH3:20])[CH:13]=2)[S:8][N:7]=1. (2) Given the reactants C([N:8]1[CH2:13][CH2:12][N:11]([C:14]2[CH:19]=[CH:18][C:17]([C:20]3[C:26]4[CH:27]=[C:28]([O:33][CH3:34])[C:29]([O:31][CH3:32])=[CH:30][C:25]=4[CH2:24][CH:23]([CH3:35])[N:22]([C:36]([NH:38][CH3:39])=[O:37])[N:21]=3)=[CH:16][CH:15]=2)[C:10](=[O:40])[CH2:9]1)C1C=CC=CC=1.[H][H], predict the reaction product. The product is: [CH3:32][O:31][C:29]1[C:28]([O:33][CH3:34])=[CH:27][C:26]2[C:20]([C:17]3[CH:18]=[CH:19][C:14]([N:11]4[CH2:12][CH2:13][NH:8][CH2:9][C:10]4=[O:40])=[CH:15][CH:16]=3)=[N:21][N:22]([C:36]([NH:38][CH3:39])=[O:37])[CH:23]([CH3:35])[CH2:24][C:25]=2[CH:30]=1. (3) Given the reactants [C:1]([C:5]1[C:6](Br)=[CH:7][C:8]2[CH2:9][C:10]3[C:15]([C:16]=2[CH:17]=1)=[CH:14][C:13]([C:18]([CH3:21])([CH3:20])[CH3:19])=[C:12](Br)[CH:11]=3)([CH3:4])([CH3:3])[CH3:2].C1CCC(P([C:37]2[C:42]([C:43]3C=CC=CC=3)=[CH:41][CH:40]=[CH:39][CH:38]=2)C2CCCCC2)CC1.P([O-])([O-])([O-])=O.[K+].[K+].[K+].[C:57]1([CH3:66])[CH:62]=[CH:61][CH:60]=[CH:59][C:58]=1B(O)O, predict the reaction product. The product is: [C:57]1([CH3:66])[CH:62]=[CH:61][CH:60]=[CH:59][C:58]=1[C:6]1[C:5]([C:1]([CH3:3])([CH3:2])[CH3:4])=[CH:17][C:16]2[C:15]3[C:10](=[CH:11][C:12]([C:41]4[CH:40]=[CH:39][CH:38]=[CH:37][C:42]=4[CH3:43])=[C:13]([C:18]([CH3:21])([CH3:20])[CH3:19])[CH:14]=3)[CH2:9][C:8]=2[CH:7]=1. (4) Given the reactants [C:1]([C:5]1[CH:10]=[CH:9][N:8]=[CH:7][C:6]=1[C:11](=[O:13])[CH3:12])([CH3:4])([CH3:3])[CH3:2].CC1C=CN=CC=1C(=O)C[Cl:23], predict the reaction product. The product is: [C:1]([C:5]1[CH:10]=[CH:9][N:8]=[CH:7][C:6]=1[C:11](=[O:13])[CH2:12][Cl:23])([CH3:4])([CH3:2])[CH3:3]. (5) The product is: [CH2:31]([C:28]1[O:29][C:30]2[C:22]([C:9]3[CH:10]=[C:11]4[C:16](=[CH:17][CH:18]=3)[NH:15][C:14](=[O:19])[CH:13]=[CH:12]4)=[CH:23][CH:24]=[C:25]([O:33][CH3:34])[C:26]=2[N:27]=1)[CH3:32]. Given the reactants CC1(C)C(C)(C)OB([C:9]2[CH:10]=[C:11]3[C:16](=[CH:17][CH:18]=2)[NH:15][C:14](=[O:19])[CH:13]=[CH:12]3)O1.Br[C:22]1[C:30]2[O:29][C:28]([CH2:31][CH3:32])=[N:27][C:26]=2[C:25]([O:33][CH3:34])=[CH:24][CH:23]=1, predict the reaction product. (6) Given the reactants [NH:1]1[CH2:6][CH2:5][CH:4]([N:7]2[CH2:16][C:15]3[C:10](=[CH:11][CH:12]=[CH:13][CH:14]=3)[NH:9][C:8]2=[O:17])[CH2:3][CH2:2]1.[Br:18]Br, predict the reaction product. The product is: [Br:18][C:13]1[CH:14]=[C:15]2[C:10](=[CH:11][CH:12]=1)[NH:9][C:8](=[O:17])[N:7]([CH:4]1[CH2:3][CH2:2][NH:1][CH2:6][CH2:5]1)[CH2:16]2. (7) The product is: [Cl:24][C:20]1[CH:19]=[C:18]([CH:23]=[CH:22][CH:21]=1)[CH2:17][N:16]1[CH:27]=[CH:26][N:13]2[CH:12]=[C:11]([CH2:32][C:33]([O:35][CH3:36])=[O:34])[C:10](=[O:37])[C:9]([OH:8])=[C:14]2[C:15]1=[O:25]. Given the reactants C([O:8][C:9]1[C:10](=[O:37])[C:11]([CH2:32][C:33]([O:35][CH3:36])=[O:34])=[CH:12][N:13]([CH2:26][CH:27](OC)OC)[C:14]=1[C:15](=[O:25])[NH:16][CH2:17][C:18]1[CH:23]=[CH:22][CH:21]=[C:20]([Cl:24])[CH:19]=1)C1C=CC=CC=1, predict the reaction product. (8) Given the reactants Br[C:2]1[C:3]([N+:27]([O-])=O)=[CH:4][C:5]2[O:9][C:8]3[CH:10]=[C:11]([S:14]([NH:17][C@@H:18]([CH:23]([CH3:25])[CH3:24])[C:19]([O:21][CH3:22])=[O:20])(=[O:16])=[O:15])[CH:12]=[CH:13][C:7]=3[C:6]=2[CH:26]=1, predict the reaction product. The product is: [NH2:27][C:3]1[CH:2]=[CH:26][C:6]2[C:7]3[CH:13]=[CH:12][C:11]([S:14]([NH:17][C@@H:18]([CH:23]([CH3:24])[CH3:25])[C:19]([O:21][CH3:22])=[O:20])(=[O:15])=[O:16])=[CH:10][C:8]=3[O:9][C:5]=2[CH:4]=1. (9) Given the reactants [Cl:1][C:2]1[CH:7]=[CH:6][C:5]([C:8]2[CH:16]=[CH:15][CH:14]=[C:13]3[C:9]=2[CH2:10][C:11](=[O:17])[NH:12]3)=[CH:4][CH:3]=1.[CH2:18]([O:20][C:21]([C:23]1[C:27]([CH2:28][CH2:29][CH2:30][N:31]2[CH2:36][CH2:35][N:34]([CH3:37])[CH2:33][CH2:32]2)=[C:26]([CH:38]=O)[NH:25][C:24]=1[CH3:40])=[O:22])[CH3:19], predict the reaction product. The product is: [CH2:18]([O:20][C:21]([C:23]1[C:27]([CH2:28][CH2:29][CH2:30][N:31]2[CH2:36][CH2:35][N:34]([CH3:37])[CH2:33][CH2:32]2)=[C:26]([CH:38]=[C:10]2[C:9]3[C:13](=[CH:14][CH:15]=[CH:16][C:8]=3[C:5]3[CH:4]=[CH:3][C:2]([Cl:1])=[CH:7][CH:6]=3)[NH:12][C:11]2=[O:17])[NH:25][C:24]=1[CH3:40])=[O:22])[CH3:19].